This data is from Catalyst prediction with 721,799 reactions and 888 catalyst types from USPTO. The task is: Predict which catalyst facilitates the given reaction. (1) Reactant: COC1C=C(OC)C=CC=1C[NH:6][C:7]1[S:11][N:10]=[CH:9][N:8]=1.C[Si]([N-][Si](C)(C)C)(C)C.[Li+].[Cl:28][C:29]1[CH:34]=[CH:33][C:32]([C:35]2[C:44]3[C:39](=[CH:40][C:41]([S:45]([O:48]C4C(F)=C(F)C(F)=C(F)C=4F)(=[O:47])=O)=[CH:42][CH:43]=3)[N:38]=[CH:37][N:36]=2)=[C:31]([O:60][CH3:61])[CH:30]=1.C(O)(C(F)(F)F)=O. Product: [Cl:28][C:29]1[CH:34]=[CH:33][C:32]([C:35]2[C:44]3[C:39](=[CH:40][C:41]([S:45]([NH:6][C:7]4[S:11][N:10]=[CH:9][N:8]=4)(=[O:47])=[O:48])=[CH:42][CH:43]=3)[N:38]=[CH:37][N:36]=2)=[C:31]([O:60][CH3:61])[CH:30]=1. The catalyst class is: 7. (2) Reactant: [C-]#N.[K+].CC(C)(O)[C:6]#[N:7].[C:10]([O:14][C:15](=[O:39])[C:16]1[CH:21]=[CH:20][C:19]([C:22](=[O:37])/[CH:23]=[C:24](\[C:29]2[CH:34]=[C:33]([Cl:35])[CH:32]=[C:31]([Cl:36])[CH:30]=2)/[C:25]([F:28])([F:27])[F:26])=[CH:18][C:17]=1[CH3:38])([CH3:13])([CH3:12])[CH3:11].O. Product: [C:10]([O:14][C:15](=[O:39])[C:16]1[CH:21]=[CH:20][C:19]([C:22](=[O:37])[CH2:23][C@:24]([C:6]#[N:7])([C:29]2[CH:34]=[C:33]([Cl:35])[CH:32]=[C:31]([Cl:36])[CH:30]=2)[C:25]([F:26])([F:28])[F:27])=[CH:18][C:17]=1[CH3:38])([CH3:13])([CH3:12])[CH3:11]. The catalyst class is: 11.